Dataset: Peptide-MHC class I binding affinity with 185,985 pairs from IEDB/IMGT. Task: Regression. Given a peptide amino acid sequence and an MHC pseudo amino acid sequence, predict their binding affinity value. This is MHC class I binding data. (1) The peptide sequence is IPVSTNGKI. The MHC is HLA-B35:01 with pseudo-sequence HLA-B35:01. The binding affinity (normalized) is 0.305. (2) The peptide sequence is FLLALLSCI. The MHC is HLA-A02:02 with pseudo-sequence HLA-A02:02. The binding affinity (normalized) is 0.800. (3) The peptide sequence is YLYGIGSAVV. The MHC is HLA-A68:02 with pseudo-sequence HLA-A68:02. The binding affinity (normalized) is 0.211.